Dataset: Forward reaction prediction with 1.9M reactions from USPTO patents (1976-2016). Task: Predict the product of the given reaction. (1) Given the reactants C[SiH](C)C1C=CC=CC=1.[CH2:10]([N:17]1[CH2:23][CH2:22][CH2:21][CH2:20][CH2:19][C:18]1=O)[C:11]1[CH:16]=[CH:15][CH:14]=[CH:13][CH:12]=1, predict the reaction product. The product is: [CH2:10]([N:17]1[CH2:23][CH2:22][CH2:21][CH2:20][CH2:19][CH2:18]1)[C:11]1[CH:16]=[CH:15][CH:14]=[CH:13][CH:12]=1. (2) Given the reactants [C:1]12([C:11]3[CH:27]=[CH:26][C:14]([O:15][CH2:16][C:17]([N:19]4[CH2:24][CH2:23][N:22]([CH3:25])[CH2:21][CH2:20]4)=[O:18])=[CH:13][CH:12]=3)[CH2:10][CH:5]3[CH2:6][CH:7]([CH2:9][CH:3]([CH2:4]3)[CH2:2]1)[CH2:8]2.[C:28]([OH:37])(=[O:36])[C@@H:29]([C@H:31]([C:33]([OH:35])=[O:34])[OH:32])[OH:30], predict the reaction product. The product is: [C:33]([C@H:31]([OH:32])[C@@H:29]([OH:30])[C:28]([O-:37])=[O:36])([OH:35])=[O:34].[C:1]12([C:11]3[CH:27]=[CH:26][C:14]([O:15][CH2:16][C:17]([N:19]4[CH2:24][CH2:23][NH+:22]([CH3:25])[CH2:21][CH2:20]4)=[O:18])=[CH:13][CH:12]=3)[CH2:10][CH:5]3[CH2:6][CH:7]([CH2:9][CH:3]([CH2:4]3)[CH2:2]1)[CH2:8]2. (3) Given the reactants [OH:1][C:2]1[C:3]([C:13]([OH:15])=[O:14])=[CH:4][CH:5]=[C:6]2[C:11]=1[N:10]=[C:9]([CH3:12])[CH:8]=[CH:7]2.[OH-].[K+].ClCCl, predict the reaction product. The product is: [OH:1][C:2]1[C:3]([C:13]([O:15][CH2:3][CH2:2][CH2:11][CH3:6])=[O:14])=[CH:4][CH:5]=[C:6]2[C:11]=1[N:10]=[C:9]([CH3:12])[CH:8]=[CH:7]2. (4) Given the reactants [F:1][C:2]1[N:6]([CH3:7])[N:5]=[C:4]([CH3:8])[C:3]=1[C:9](Cl)=[O:10].[C:12]12([CH:22]([NH:24][CH:25]3[CH2:27][CH2:26]3)[CH3:23])[CH2:21][CH:16]3[CH2:17][CH:18]([CH2:20][CH:14]([CH2:15]3)[CH2:13]1)[CH2:19]2.C(N(CC)CC)C.O, predict the reaction product. The product is: [C:12]12([CH:22]([N:24]([CH:25]3[CH2:27][CH2:26]3)[C:9]([C:3]3[C:4]([CH3:8])=[N:5][N:6]([CH3:7])[C:2]=3[F:1])=[O:10])[CH3:23])[CH2:21][CH:16]3[CH2:17][CH:18]([CH2:20][CH:14]([CH2:15]3)[CH2:13]1)[CH2:19]2. (5) Given the reactants [CH3:1][NH:2][C:3]([CH:5]1[CH2:14][C:13]2[N:15]([CH3:19])[C:16]([CH3:18])=[N:17][C:12]=2[C:11]2[NH:10][C@H:9]([C:20]3[CH:25]=[CH:24][CH:23]=[CH:22][CH:21]=3)[C@@H:8]([OH:26])[C:7](=[O:27])[C:6]1=2)=[O:4].CS(O)(=O)=O.[C:33](OC(=O)C)(=[O:35])[CH3:34], predict the reaction product. The product is: [CH3:1][NH:2][C:3]([CH:5]1[CH2:14][C:13]2[N:15]([CH3:19])[C:16]([CH3:18])=[N:17][C:12]=2[C:11]2[NH:10][C@H:9]([C:20]3[CH:25]=[CH:24][CH:23]=[CH:22][CH:21]=3)[C@@H:8]([O:26][C:33](=[O:35])[CH3:34])[C:7](=[O:27])[C:6]1=2)=[O:4].